This data is from Reaction yield outcomes from USPTO patents with 853,638 reactions. The task is: Predict the reaction yield, written as a fraction of the theoretical maximum amount of product (1.0 means a 100% yield; for example, 0.34 means a 34% yield). (1) The product is [C:27]([NH:26][C:24]([NH:23][C:6]1[C:5]([CH3:31])=[C:4]([CH:1]([OH:3])[CH3:2])[C:12]2[O:11][CH2:10][CH:9]([C:13]3[CH:14]=[CH:15][C:16]([CH:19]([CH3:21])[CH3:20])=[CH:17][CH:18]=3)[C:8]=2[C:7]=1[CH3:22])=[O:25])([CH3:29])([CH3:28])[CH3:30]. The yield is 0.160. The reactants are [C:1]([C:4]1[C:12]2[O:11][CH2:10][CH:9]([C:13]3[CH:18]=[CH:17][C:16]([CH:19]([CH3:21])[CH3:20])=[CH:15][CH:14]=3)[C:8]=2[C:7]([CH3:22])=[C:6]([NH:23][C:24]([NH:26][C:27]([CH3:30])([CH3:29])[CH3:28])=[O:25])[C:5]=1[CH3:31])(=[O:3])[CH3:2].[BH4-].[Na+]. The catalyst is CO.O. (2) The reactants are [O:1]1[C:10]2[C:5](=[CH:6][CH:7]=[C:8]([C:11]([O:13][CH3:14])=[O:12])[CH:9]=2)[CH:4]=[CH:3][CH2:2]1.[H][H]. The catalyst is CO.[Pd]. The product is [O:1]1[C:10]2[C:5](=[CH:6][CH:7]=[C:8]([C:11]([O:13][CH3:14])=[O:12])[CH:9]=2)[CH2:4][CH2:3][CH2:2]1. The yield is 0.370. (3) The reactants are [C:1]([C:5]1[S:6][CH:7]=[C:8]([CH2:10]Cl)[N:9]=1)([CH3:4])([CH3:3])[CH3:2].[P:12]([O:19]CC)([O:16][CH2:17][CH3:18])[O:13][CH2:14][CH3:15]. No catalyst specified. The product is [C:1]([C:5]1[S:6][CH:7]=[C:8]([CH2:10][P:12](=[O:19])([O:16][CH2:17][CH3:18])[O:13][CH2:14][CH3:15])[N:9]=1)([CH3:4])([CH3:3])[CH3:2]. The yield is 0.900. (4) The reactants are [CH2:1](Br)[C:2]1[CH:7]=[CH:6][CH:5]=[CH:4][CH:3]=1.C(=O)([O-])[O-].[K+].[K+].[CH3:15][O:16][C:17](=[O:29])[C:18]1[CH:23]=[C:22]([C:24](=[O:26])[CH3:25])[C:21]([OH:27])=[CH:20][C:19]=1[OH:28]. The catalyst is C(#N)C. The product is [C:24]([C:22]1[C:21]([O:27][CH2:1][C:2]2[CH:7]=[CH:6][CH:5]=[CH:4][CH:3]=2)=[CH:20][C:19]([O:28][CH2:1][C:2]2[CH:7]=[CH:6][CH:5]=[CH:4][CH:3]=2)=[C:18]([CH:23]=1)[C:17]([O:16][CH3:15])=[O:29])(=[O:26])[CH3:25]. The yield is 0.973. (5) The yield is 0.850. The catalyst is C(O)C.[Pd]. The product is [NH2:1][CH:2]([OH:23])[C@H:3]([CH3:22])[CH2:4][CH2:5][C:6]1[S:7][C:8]([CH2:11][CH2:12][CH2:13][CH2:14][CH2:15][CH:16]2[CH2:17][CH2:18][CH2:19][CH2:20][CH2:21]2)=[CH:9][CH:10]=1. The reactants are [NH2:1][CH:2]([OH:23])[C@H:3]([CH3:22])[CH2:4][CH2:5][C:6]1[S:7][C:8]([C:11]#[C:12][CH2:13][CH2:14][CH2:15][CH:16]2[CH2:21][CH2:20][CH2:19][CH2:18][CH2:17]2)=[CH:9][CH:10]=1. (6) The reactants are Cl.FC1C=C(C=CC=1)CN1C=C(C2C3C(=NC=C(C4C=CC(C5CCNCC5)=CC=4)C=3)N(S(C3C=CC(C)=CC=3)(=O)=O)C=2)C=N1.[F:46][C:47]1[CH:48]=[C:49]([CH:96]=[CH:97][CH:98]=1)[CH2:50][N:51]1[CH:55]=[C:54]([C:56]2[C:64]3[C:59](=[N:60][CH:61]=[C:62]([C:65]4[CH:70]=[CH:69][C:68]([CH:71]5[CH2:76][CH2:75][N:74]([C:77]([O:79][C:80]([CH3:83])([CH3:82])[CH3:81])=[O:78])[CH2:73][CH2:72]5)=[C:67]([O:84][CH3:85])[CH:66]=4)[CH:63]=3)[N:58](S(C3C=CC(C)=CC=3)(=O)=O)[CH:57]=2)[CH:53]=[N:52]1.[OH-].[Li+]. The catalyst is C1COCC1.CO.O. The product is [F:46][C:47]1[CH:48]=[C:49]([CH:96]=[CH:97][CH:98]=1)[CH2:50][N:51]1[CH:55]=[C:54]([C:56]2[C:64]3[C:59](=[N:60][CH:61]=[C:62]([C:65]4[CH:70]=[CH:69][C:68]([CH:71]5[CH2:76][CH2:75][N:74]([C:77]([O:79][C:80]([CH3:83])([CH3:82])[CH3:81])=[O:78])[CH2:73][CH2:72]5)=[C:67]([O:84][CH3:85])[CH:66]=4)[CH:63]=3)[NH:58][CH:57]=2)[CH:53]=[N:52]1. The yield is 0.632.